This data is from Forward reaction prediction with 1.9M reactions from USPTO patents (1976-2016). The task is: Predict the product of the given reaction. (1) Given the reactants [NH2:1][CH:2]([C:11]1[C:16]([O:17][CH3:18])=[CH:15][CH:14]=[CH:13][C:12]=1[O:19][CH3:20])[CH2:3][CH:4]([CH3:10])[C:5]([O:7]CC)=O.[F:21][C:22]([F:34])([F:33])[CH2:23][O:24][C:25]1[CH:26]=[C:27]([CH:30]=[CH:31][CH:32]=1)[CH:28]=O, predict the reaction product. The product is: [CH3:18][O:17][C:16]1[CH:15]=[CH:14][CH:13]=[C:12]([O:19][CH3:20])[C:11]=1[CH:2]1[N:1]([CH2:28][C:27]2[CH:30]=[CH:31][CH:32]=[C:25]([O:24][CH2:23][C:22]([F:21])([F:33])[F:34])[CH:26]=2)[C:5](=[O:7])[CH:4]([CH3:10])[CH2:3]1. (2) The product is: [CH3:1][O:2][C:3](=[O:18])[C:4]1[CH:9]=[CH:8][C:7]([CH2:10][N:19]2[CH2:24][CH2:23][CH2:22][CH2:21][CH2:20]2)=[CH:6][C:5]=1[O:11][CH2:12][CH2:13][CH2:14][CH2:15][O:16][CH3:17]. Given the reactants [CH3:1][O:2][C:3](=[O:18])[C:4]1[CH:9]=[CH:8][C:7]([CH3:10])=[CH:6][C:5]=1[O:11][CH2:12][CH2:13][CH2:14][CH2:15][O:16][CH3:17].[NH:19]1[CH2:24][CH2:23][CH2:22][CH2:21][CH2:20]1, predict the reaction product. (3) Given the reactants [N:1]1[N:5]2[CH:6]=[C:7]3[CH2:13][CH2:12][N:11](C(OC(C)(C)C)=O)[CH2:10][C:8]3=[N:9][C:4]2=[CH:3][CH:2]=1, predict the reaction product. The product is: [N:1]1[N:5]2[CH:6]=[C:7]3[CH2:13][CH2:12][NH:11][CH2:10][C:8]3=[N:9][C:4]2=[CH:3][CH:2]=1. (4) Given the reactants Br[C:2]1[CH:7]=[CH:6][CH:5]=[C:4]([O:8][CH3:9])[N:3]=1.C(=O)([O-])[O-].[Na+].[Na+].[CH3:16][C:17]1(C)C(C)(C)OB(C=C)O1, predict the reaction product. The product is: [CH3:9][O:8][C:4]1[CH:5]=[CH:6][CH:7]=[C:2]([CH:16]=[CH2:17])[N:3]=1. (5) Given the reactants BrCCBr.Cl[Si](C)(C)C.Br[C:11]1[S:12][CH:13]=[CH:14][N:15]=1.[CH3:16][O:17][C:18](=[O:33])[C:19]1[CH:31]=[C:30](I)[CH:29]=[C:21]([C:22]([N:24]([CH3:28])[CH2:25][CH2:26][CH3:27])=[O:23])[CH:20]=1, predict the reaction product. The product is: [CH3:16][O:17][C:18](=[O:33])[C:19]1[CH:31]=[C:30]([C:11]2[S:12][CH:13]=[CH:14][N:15]=2)[CH:29]=[C:21]([C:22]([N:24]([CH3:28])[CH2:25][CH2:26][CH3:27])=[O:23])[CH:20]=1. (6) Given the reactants C([O-])(=O)C.[NH4+:5].[NH2:6][C:7]1[CH:11]=[CH:10][S:9][C:8]=1[C:12]([O:14]C)=O.C([O-])([O-])OC.[CH3:21]O, predict the reaction product. The product is: [N:6]1[C:7]2[CH:11]=[CH:10][S:9][C:8]=2[C:12](=[O:14])[NH:5][CH:21]=1.